Dataset: Reaction yield outcomes from USPTO patents with 853,638 reactions. Task: Predict the reaction yield, written as a fraction of the theoretical maximum amount of product (1.0 means a 100% yield; for example, 0.34 means a 34% yield). The reactants are CC1(C)C(C)(C)OB([C:9]2[CH:18]=[C:17]3[C:12]([CH:13]=[C:14]([NH:19][C:20]([CH:22]4[CH2:24][CH2:23]4)=[O:21])[N:15]=[CH:16]3)=[CH:11][CH:10]=2)O1.Cl[C:27]1[CH:34]=[C:33]([OH:35])[CH:32]=[CH:31][C:28]=1[C:29]#[N:30].C(=O)([O-])[O-].[Na+].[Na+]. The catalyst is C(#N)C.C(OCC)(=O)C.CC(P(C(C)(C)C)C1C=CC(N(C)C)=CC=1)(C)C.CC(P(C(C)(C)C)C1C=CC(N(C)C)=CC=1)(C)C.Cl[Pd]Cl. The product is [C:29]([C:28]1[CH:27]=[CH:34][C:33]([OH:35])=[CH:32][C:31]=1[C:9]1[CH:18]=[C:17]2[C:12]([CH:13]=[C:14]([NH:19][C:20]([CH:22]3[CH2:23][CH2:24]3)=[O:21])[N:15]=[CH:16]2)=[CH:11][CH:10]=1)#[N:30]. The yield is 0.600.